From a dataset of Catalyst prediction with 721,799 reactions and 888 catalyst types from USPTO. Predict which catalyst facilitates the given reaction. (1) Reactant: [CH3:1][N:2]([CH3:30])[CH2:3][CH2:4][NH:5][C:6]([C:8]1[C:21]2[C:12](=[N:13][C:14]3[C:19]([N:20]=2)=[C:18]2[CH:22]=[CH:23][CH:24]=[C:25]([O:26][CH3:27])[C:17]2=[CH:16][CH:15]=3)[CH:11]=[CH:10][C:9]=1[O:28]C)=[O:7].B(Br)(Br)Br.C(=O)([O-])[O-].[Na+].[Na+].[Cl-].[Na+]. Product: [CH3:30][N:2]([CH3:1])[CH2:3][CH2:4][NH:5][C:6]([C:8]1[C:21]2[C:12](=[N:13][C:14]3[C:19]([N:20]=2)=[C:18]2[CH:22]=[CH:23][CH:24]=[C:25]([O:26][CH3:27])[C:17]2=[CH:16][CH:15]=3)[CH:11]=[CH:10][C:9]=1[OH:28])=[O:7]. The catalyst class is: 4. (2) Reactant: C([O:3][C:4](=[O:24])[CH2:5][C:6]1[CH:11]=[CH:10][N:9]=[C:8]([NH:12][CH2:13][C:14]([F:22])([F:21])[C:15]2[CH:20]=[CH:19][CH:18]=[CH:17][N:16]=2)[C:7]=1[F:23])C.[Li+].[OH-].Cl. Product: [F:22][C:14]([F:21])([C:15]1[CH:20]=[CH:19][CH:18]=[CH:17][N:16]=1)[CH2:13][NH:12][C:8]1[C:7]([F:23])=[C:6]([CH2:5][C:4]([OH:24])=[O:3])[CH:11]=[CH:10][N:9]=1. The catalyst class is: 5. (3) Reactant: Br[C:2]1[S:6][C:5]([C:7]([N:9]([CH2:11][C:12]2[CH:17]=[CH:16][CH:15]=[C:14]([O:18][CH3:19])[CH:13]=2)[CH3:10])=[O:8])=[CH:4][CH:3]=1.[CH3:20][C:21]1[CH:22]=[C:23](B(O)O)[CH:24]=[CH:25][CH:26]=1. Product: [CH3:19][O:18][C:14]1[CH:13]=[C:12]([CH:17]=[CH:16][CH:15]=1)[CH2:11][N:9]([CH3:10])[C:7]([C:5]1[S:6][C:2]([C:25]2[CH:26]=[C:21]([CH3:20])[CH:22]=[CH:23][CH:24]=2)=[CH:3][CH:4]=1)=[O:8]. The catalyst class is: 492. (4) Reactant: ClC1C=C(N)C=CC=1C.[C:10]1([O:16][C:17](=[O:27])[NH:18][C:19]2[CH:24]=[CH:23][C:22]([CH3:25])=[C:21]([Cl:26])[CH:20]=2)[CH:15]=[CH:14][CH:13]=[CH:12][CH:11]=1.[H-].[Na+]. Product: [C:10]1([O:16][C:17](=[O:27])[NH:18][C:19]2[CH:24]=[CH:23][C:22]([CH3:25])=[C:21]([Cl:26])[CH:20]=2)[CH:15]=[CH:14][CH:13]=[CH:12][CH:11]=1. The catalyst class is: 1.